This data is from Full USPTO retrosynthesis dataset with 1.9M reactions from patents (1976-2016). The task is: Predict the reactants needed to synthesize the given product. (1) Given the product [F:1][C:2]1[CH:3]=[CH:4][C:5]2[N:6]([C:8]([CH2:18][C:19]3[N:23]([CH:22]=[CH2:21])[N:30]=[CH:24][N:20]=3)=[C:9]([C:11]3[CH:16]=[CH:15][C:14]([F:17])=[CH:13][CH:12]=3)[N:10]=2)[CH:7]=1, predict the reactants needed to synthesize it. The reactants are: [F:1][C:2]1[CH:3]=[CH:4][C:5]2[N:6]([C:8]([CH2:18][C:19]3[N:20]([CH3:24])[CH:21]=[CH:22][N:23]=3)=[C:9]([C:11]3[CH:16]=[CH:15][C:14]([F:17])=[CH:13][CH:12]=3)[N:10]=2)[CH:7]=1.FC1C=CC2[N:30](C(C=O)=C(C3C=CC(F)=CC=3)N=2)C=1.C(N1C=NC=N1)=C. (2) Given the product [NH:23]1[CH2:24][CH2:25][CH2:26][C@@H:21]([C:19]2[N:18]=[N:17][N:16]([C:13]3[CH:14]=[C:15]4[C:10](=[CH:11][CH:12]=3)[NH:9][N:8]=[C:7]4[C:4]3[CH:3]=[CH:2][N:1]=[CH:6][CH:5]=3)[CH:20]=2)[CH2:22]1, predict the reactants needed to synthesize it. The reactants are: [N:1]1[CH:6]=[CH:5][C:4]([C:7]2[C:15]3[C:10](=[CH:11][CH:12]=[C:13]([N:16]4[CH:20]=[C:19]([C@@H:21]5[CH2:26][CH2:25][CH2:24][N:23](C(OC(C)(C)C)=O)[CH2:22]5)[N:18]=[N:17]4)[CH:14]=3)[N:9](C(C3C=CC=CC=3)(C3C=CC=CC=3)C3C=CC=CC=3)[N:8]=2)=[CH:3][CH:2]=1.C(O)(C(F)(F)F)=O.[SiH](CC)(CC)CC. (3) Given the product [F:1][C:2]1[CH:7]=[CH:6][CH:5]=[CH:4][C:3]=1[C:8]1[N:16]2[C:11]([CH:12]=[CH:13][CH:14]=[CH:15]2)=[CH:10][C:9]=1[CH:17]=[O:18], predict the reactants needed to synthesize it. The reactants are: [F:1][C:2]1[CH:7]=[CH:6][CH:5]=[CH:4][C:3]=1[C:8]1[N:16]2[C:11]([CH:12]=[CH:13][CH:14]=[CH:15]2)=[CH:10][C:9]=1[CH2:17][OH:18]. (4) Given the product [CH2:21]([N:28]1[CH2:32][CH2:31][CH:30]([NH:33][C:2]2[C:7]([C:8]#[N:9])=[CH:6][N:5]=[C:4]3[N:10]([CH2:13][O:14][CH2:15][CH2:16][Si:17]([CH3:20])([CH3:19])[CH3:18])[CH:11]=[CH:12][C:3]=23)[CH2:29]1)[C:22]1[CH:23]=[CH:24][CH:25]=[CH:26][CH:27]=1, predict the reactants needed to synthesize it. The reactants are: Cl[C:2]1[C:7]([C:8]#[N:9])=[CH:6][N:5]=[C:4]2[N:10]([CH2:13][O:14][CH2:15][CH2:16][Si:17]([CH3:20])([CH3:19])[CH3:18])[CH:11]=[CH:12][C:3]=12.[CH2:21]([N:28]1[CH2:32][CH2:31][CH:30]([NH2:33])[CH2:29]1)[C:22]1[CH:27]=[CH:26][CH:25]=[CH:24][CH:23]=1.C(N(CC)C(C)C)(C)C. (5) Given the product [PH3:28]=[N:11][CH:14]=[CH:15][CH:9]=[CH2:4].[CH:1](=[O:10])[C:35]1[CH:36]=[CH:37][CH:38]=[CH:39][CH:40]=1, predict the reactants needed to synthesize it. The reactants are: [CH:1](=[O:10])C=C[C:4]1[CH:9]=CC=CC=1.[N:11]([CH2:14][C:15](OC)=O)=[N+]=[N-].[N-]=[N+]=[N-].C1([P:28]([C:35]2[CH:40]=[CH:39][CH:38]=[CH:37][CH:36]=2)C2C=CC=CC=2)C=CC=CC=1. (6) Given the product [NH2:1][C:2]1[C:11]([CH3:12])=[CH:10][C:9]([C:15]#[N:16])=[CH:8][C:3]=1[C:4]([O:6][CH3:7])=[O:5], predict the reactants needed to synthesize it. The reactants are: [NH2:1][C:2]1[C:11]([CH3:12])=[CH:10][C:9](Br)=[CH:8][C:3]=1[C:4]([O:6][CH3:7])=[O:5].[Cu][C:15]#[N:16].CN1CCCC1=O. (7) Given the product [Cl:1][C:2]1[C@H:3]([OH:20])[C@H:4]2[CH2:19][C@@:7]3([C:18]=1[C:17]1[CH:16]=[CH:15][C:14]4[NH:13][N:12]=[CH:11][C:10]=4[C:9]=1[CH2:8]3)[CH2:6][CH2:5]2, predict the reactants needed to synthesize it. The reactants are: [Cl:1][C:2]1[CH:3]([OH:20])[CH:4]2[CH2:19][C:7]3([C:18]=1[C:17]1[CH:16]=[CH:15][C:14]4[NH:13][N:12]=[CH:11][C:10]=4[C:9]=1[CH2:8]3)[CH2:6][CH2:5]2.